This data is from Full USPTO retrosynthesis dataset with 1.9M reactions from patents (1976-2016). The task is: Predict the reactants needed to synthesize the given product. (1) The reactants are: [OH:1][C:2]1[CH:11]=[C:10]2[C:5]([CH:6]=[CH:7][N:8]([C:13]3[CH:14]=[C:15]([CH:19]=[CH:20][C:21]=3[CH3:22])[C:16]([OH:18])=O)[C:9]2=[O:12])=[CH:4][CH:3]=1.S(Cl)(Cl)=O.CN(C=O)C.[CH2:32]([NH2:34])[CH3:33]. Given the product [CH2:32]([NH:34][C:16](=[O:18])[C:15]1[CH:19]=[CH:20][C:21]([CH3:22])=[C:13]([N:8]2[CH:7]=[CH:6][C:5]3[C:10](=[CH:11][C:2]([OH:1])=[CH:3][CH:4]=3)[C:9]2=[O:12])[CH:14]=1)[CH3:33], predict the reactants needed to synthesize it. (2) Given the product [N:6]([C:5]1[CH:7]=[CH:8][C:9]([C:10]2[O:14][N:13]=[C:12]([CH3:15])[CH:11]=2)=[C:3]([O:2][CH3:1])[CH:4]=1)=[C:16]=[S:17], predict the reactants needed to synthesize it. The reactants are: [CH3:1][O:2][C:3]1[CH:4]=[C:5]([CH:7]=[CH:8][C:9]=1[C:10]1[O:14][N:13]=[C:12]([CH3:15])[CH:11]=1)[NH2:6].[C:16](N1C=CC=CC1=O)(N1C=CC=CC1=O)=[S:17]. (3) Given the product [NH2:18][C:7]1[C:8]([O:16][CH3:17])=[C:9]([NH:11][S:12]([CH3:15])(=[O:14])=[O:13])[CH:10]=[C:5]([C:1]([CH3:3])([CH3:4])[CH3:2])[CH:6]=1, predict the reactants needed to synthesize it. The reactants are: [C:1]([C:5]1[CH:6]=[C:7]([N+:18]([O-])=O)[C:8]([O:16][CH3:17])=[C:9]([NH:11][S:12]([CH3:15])(=[O:14])=[O:13])[CH:10]=1)([CH3:4])([CH3:3])[CH3:2]. (4) Given the product [CH2:21]([C:20]1[N:5]([S:6]([CH2:9][CH2:10][C:11]([O:13][CH3:14])=[O:12])(=[O:7])=[O:8])[CH2:4][C:3]2[C:15]([CH:19]=1)=[CH:16][CH:17]=[CH:18][C:2]=2[F:1])[C:22]1[CH:23]=[CH:24][CH:25]=[CH:26][CH:27]=1, predict the reactants needed to synthesize it. The reactants are: [F:1][C:2]1[CH:18]=[CH:17][CH:16]=[C:15]([CH2:19][CH:20]=[CH:21][C:22]2[CH:27]=[CH:26][CH:25]=[CH:24][CH:23]=2)[C:3]=1[CH2:4][NH:5][S:6]([CH2:9][CH2:10][C:11]([O:13][CH3:14])=[O:12])(=[O:8])=[O:7].C1(=O)C=CC(=O)C=C1.[Cl-].[Li+].C(=O)([O-])[O-].[Na+].[Na+]. (5) Given the product [NH2:17][C:15]([CH3:20])([CH3:16])[CH2:14][CH2:13][CH2:12][O:11][C:7]1[CH:6]=[C:5]2[C:10](=[CH:9][CH:8]=1)[N:2]([CH3:1])[N:3]=[C:4]2[C:21]1[N:26]=[C:25]2[C:27]([C:49]([O:51][CH3:52])=[O:50])=[CH:28][N:29]([C:30]([C:31]3[CH:32]=[CH:33][CH:34]=[CH:35][CH:36]=3)([C:37]3[CH:38]=[CH:39][CH:40]=[CH:41][CH:42]=3)[C:43]3[CH:48]=[CH:47][CH:46]=[CH:45][CH:44]=3)[C:24]2=[N:23][CH:22]=1, predict the reactants needed to synthesize it. The reactants are: [CH3:1][N:2]1[C:10]2[C:5](=[CH:6][C:7]([O:11][CH2:12][CH2:13][CH2:14][C:15]([CH3:20])([N+:17]([O-])=O)[CH3:16])=[CH:8][CH:9]=2)[C:4]([C:21]2[N:26]=[C:25]3[C:27]([C:49]([O:51][CH3:52])=[O:50])=[CH:28][N:29]([C:30]([C:43]4[CH:48]=[CH:47][CH:46]=[CH:45][CH:44]=4)([C:37]4[CH:42]=[CH:41][CH:40]=[CH:39][CH:38]=4)[C:31]4[CH:36]=[CH:35][CH:34]=[CH:33][CH:32]=4)[C:24]3=[N:23][CH:22]=2)=[N:3]1. (6) Given the product [OH:11][C@H:10]([CH2:9][OH:8])[CH2:12][O:13][C:14]1[CH:15]=[CH:16][C:17]2[C:29](=[O:30])[C:28]3[C:27]4[C:22](=[CH:23][C:24]([C:31]#[N:32])=[CH:25][CH:26]=4)[NH:21][C:20]=3[C:19]([CH3:34])([CH3:33])[C:18]=2[CH:35]=1, predict the reactants needed to synthesize it. The reactants are: C1COCC1.CC1(C)[O:11][CH:10]([CH2:12][O:13][C:14]2[CH:15]=[CH:16][C:17]3[C:29](=[O:30])[C:28]4[C:27]5[C:22](=[CH:23][C:24]([C:31]#[N:32])=[CH:25][CH:26]=5)[NH:21][C:20]=4[C:19]([CH3:34])([CH3:33])[C:18]=3[CH:35]=2)[CH2:9][O:8]1.C12(CS(O)(=O)=O)C(C)(C)C(CC1)CC2=O. (7) Given the product [N:8]1([CH2:7][C:6]([OH:17])=[O:5])[C:16]2[C:11](=[CH:12][CH:13]=[CH:14][CH:15]=2)[CH:10]=[N:9]1, predict the reactants needed to synthesize it. The reactants are: C([O:5][C:6](=[O:17])[CH2:7][N:8]1[C:16]2[C:11](=[CH:12][CH:13]=[CH:14][CH:15]=2)[CH:10]=[N:9]1)(C)(C)C.C(O)(C(F)(F)F)=O. (8) Given the product [F:12][C:7]1[N:6]2[CH:13]=[C:3]([CH:2]=[O:17])[N:4]=[C:5]2[C:10]([F:11])=[CH:9][CH:8]=1, predict the reactants needed to synthesize it. The reactants are: Cl[CH:2](Cl)[C:3]1[N:4]=[C:5]2[C:10]([F:11])=[CH:9][CH:8]=[C:7]([F:12])[N:6]2[CH:13]=1.C([O-])(=[O:17])C.[Na+].C(O)C.